Dataset: Full USPTO retrosynthesis dataset with 1.9M reactions from patents (1976-2016). Task: Predict the reactants needed to synthesize the given product. Given the product [CH3:1][O:2][C:3]1[CH:10]=[CH:9][C:6]([CH2:7][N:19]2[C:17]3=[N:18][C:13]([S:12][CH3:11])=[N:14][CH:15]=[C:16]3[CH:21]=[N:20]2)=[CH:5][CH:4]=1, predict the reactants needed to synthesize it. The reactants are: [CH3:1][O:2][C:3]1[CH:10]=[CH:9][C:6]([CH2:7]O)=[CH:5][CH:4]=1.[CH3:11][S:12][C:13]1[N:18]=[C:17]2[NH:19][N:20]=[CH:21][C:16]2=[CH:15][N:14]=1.